This data is from NCI-60 drug combinations with 297,098 pairs across 59 cell lines. The task is: Regression. Given two drug SMILES strings and cell line genomic features, predict the synergy score measuring deviation from expected non-interaction effect. (1) Drug 1: CC12CCC3C(C1CCC2O)C(CC4=C3C=CC(=C4)O)CCCCCCCCCS(=O)CCCC(C(F)(F)F)(F)F. Drug 2: CCC1=C2CN3C(=CC4=C(C3=O)COC(=O)C4(CC)O)C2=NC5=C1C=C(C=C5)O. Cell line: HT29. Synergy scores: CSS=16.4, Synergy_ZIP=-0.0854, Synergy_Bliss=4.31, Synergy_Loewe=-25.0, Synergy_HSA=1.38. (2) Drug 1: CC1=CC2C(CCC3(C2CCC3(C(=O)C)OC(=O)C)C)C4(C1=CC(=O)CC4)C. Drug 2: C1CC(=O)NC(=O)C1N2C(=O)C3=CC=CC=C3C2=O. Cell line: MDA-MB-435. Synergy scores: CSS=0.501, Synergy_ZIP=2.53, Synergy_Bliss=4.53, Synergy_Loewe=0.451, Synergy_HSA=-0.483. (3) Drug 1: CC(C1=C(C=CC(=C1Cl)F)Cl)OC2=C(N=CC(=C2)C3=CN(N=C3)C4CCNCC4)N. Drug 2: CCCCCOC(=O)NC1=NC(=O)N(C=C1F)C2C(C(C(O2)C)O)O. Cell line: DU-145. Synergy scores: CSS=1.70, Synergy_ZIP=-1.15, Synergy_Bliss=-0.531, Synergy_Loewe=-5.88, Synergy_HSA=-2.68. (4) Drug 1: C1CC(C1)(C(=O)O)C(=O)O.[NH2-].[NH2-].[Pt+2]. Drug 2: CC1CCC2CC(C(=CC=CC=CC(CC(C(=O)C(C(C(=CC(C(=O)CC(OC(=O)C3CCCCN3C(=O)C(=O)C1(O2)O)C(C)CC4CCC(C(C4)OC)O)C)C)O)OC)C)C)C)OC. Cell line: SR. Synergy scores: CSS=25.8, Synergy_ZIP=6.00, Synergy_Bliss=7.58, Synergy_Loewe=-41.3, Synergy_HSA=2.11. (5) Drug 1: CCC1=CC2CC(C3=C(CN(C2)C1)C4=CC=CC=C4N3)(C5=C(C=C6C(=C5)C78CCN9C7C(C=CC9)(C(C(C8N6C)(C(=O)OC)O)OC(=O)C)CC)OC)C(=O)OC.C(C(C(=O)O)O)(C(=O)O)O. Drug 2: C1=NC2=C(N=C(N=C2N1C3C(C(C(O3)CO)O)F)Cl)N. Cell line: SNB-19. Synergy scores: CSS=47.4, Synergy_ZIP=-8.49, Synergy_Bliss=-10.7, Synergy_Loewe=-11.1, Synergy_HSA=-6.96.